This data is from Reaction yield outcomes from USPTO patents with 853,638 reactions. The task is: Predict the reaction yield, written as a fraction of the theoretical maximum amount of product (1.0 means a 100% yield; for example, 0.34 means a 34% yield). (1) The reactants are [O:1]=[C:2]1[CH2:10][C:9]2[C:4](=[CH:5][C:6]([C:11]([C:13]3[CH:14]=[C:15]([NH:19][C:20]([C:22]4[N:23]([C:28]([CH3:31])([CH3:30])[CH3:29])[N:24]=[C:25]([CH3:27])[CH:26]=4)=[O:21])[CH:16]=[CH:17][CH:18]=3)=[O:12])=[CH:7][CH:8]=2)[NH:3]1.[CH:32](OCC)=[O:33].[O-]CC.[Na+].Cl. The yield is 0.540. The catalyst is C(O)C. The product is [OH:33][CH:32]=[C:10]1[C:9]2[C:4](=[CH:5][C:6]([C:11]([C:13]3[CH:14]=[C:15]([NH:19][C:20]([C:22]4[N:23]([C:28]([CH3:31])([CH3:30])[CH3:29])[N:24]=[C:25]([CH3:27])[CH:26]=4)=[O:21])[CH:16]=[CH:17][CH:18]=3)=[O:12])=[CH:7][CH:8]=2)[NH:3][C:2]1=[O:1]. (2) The reactants are [Cl:1][C:2]1[CH:7]=[CH:6][CH:5]=[CH:4][C:3]=1[C:8]1[C:9]2[CH:21]=[CH:20][C:19](=[O:22])[N:18]([C:23]3[CH:28]=[CH:27][CH:26]=[CH:25][C:24]=3[Cl:29])[C:10]=2[N:11]=[C:12](S(C)(=O)=O)[N:13]=1.[CH3:30][N:31]([CH3:35])[CH2:32][CH2:33][NH2:34]. No catalyst specified. The product is [Cl:1][C:2]1[CH:7]=[CH:6][CH:5]=[CH:4][C:3]=1[C:8]1[C:9]2[CH:21]=[CH:20][C:19](=[O:22])[N:18]([C:23]3[CH:28]=[CH:27][CH:26]=[CH:25][C:24]=3[Cl:29])[C:10]=2[N:11]=[C:12]([NH:34][CH2:33][CH2:32][N:31]([CH3:35])[CH3:30])[N:13]=1. The yield is 0.840.